This data is from Forward reaction prediction with 1.9M reactions from USPTO patents (1976-2016). The task is: Predict the product of the given reaction. (1) The product is: [C:12]([O:16][C:7](=[O:8])[C:6]1[CH:10]=[CH:11][C:3]([CH2:2][Br:1])=[CH:4][CH:5]=1)([CH3:15])([CH3:14])[CH3:13]. Given the reactants [Br:1][CH2:2][C:3]1[CH:11]=[CH:10][C:6]([C:7](Br)=[O:8])=[CH:5][CH:4]=1.[C:12]([OH:16])([CH3:15])([CH3:14])[CH3:13], predict the reaction product. (2) The product is: [C:1]([C:4]1[N:5]=[CH:6][N:7]2[C:12](=[O:13])[N:11]([CH2:14][CH2:15][C:16]([OH:18])=[O:17])[N:10]=[N:9][C:8]=12)(=[O:3])[NH2:2]. Given the reactants [C:1]([C:4]1[N:5]=[CH:6][N:7]2[C:12](=[O:13])[N:11]([CH2:14][CH2:15][C:16]([O:18]CC)=[O:17])[N:10]=[N:9][C:8]=12)(=[O:3])[NH2:2].Cl, predict the reaction product. (3) Given the reactants [CH:1]1([N:4]2[C:13]3[C:8](=[CH:9][C:10]([C:14]4[CH:15]=[N:16][C:17]([NH:29][C:30]([NH:32][CH2:33][CH3:34])=[O:31])=[CH:18][C:19]=4[C:20]4[S:21][CH:22]=[C:23]([C:25]([F:28])([F:27])[F:26])[N:24]=4)=[CH:11][CH:12]=3)[C:7](=[O:35])[C:6]([C:36](O)=[O:37])=[CH:5]2)[CH2:3][CH2:2]1.CN(C(ON1N=NC2C=CC=NC1=2)=[N+](C)C)C.F[P-](F)(F)(F)(F)F.CCN(C(C)C)C(C)C.[CH3:72][O:73][CH2:74][CH2:75][NH2:76], predict the reaction product. The product is: [CH:1]1([N:4]2[C:13]3[C:8](=[CH:9][C:10]([C:14]4[CH:15]=[N:16][C:17]([NH:29][C:30]([NH:32][CH2:33][CH3:34])=[O:31])=[CH:18][C:19]=4[C:20]4[S:21][CH:22]=[C:23]([C:25]([F:28])([F:27])[F:26])[N:24]=4)=[CH:11][CH:12]=3)[C:7](=[O:35])[C:6]([C:36]([NH:76][CH2:75][CH2:74][O:73][CH3:72])=[O:37])=[CH:5]2)[CH2:3][CH2:2]1. (4) The product is: [N:6]1([CH2:5][C:4]([OH:15])=[O:3])[C:10]2=[N:11][CH:12]=[CH:13][CH:14]=[C:9]2[CH:8]=[N:7]1. Given the reactants C([O:3][C:4](=[O:15])[CH2:5][N:6]1[C:10]2=[N:11][CH:12]=[CH:13][CH:14]=[C:9]2[CH:8]=[N:7]1)C.O[Li].O.Cl, predict the reaction product. (5) Given the reactants [C:1]([NH:4][C:5]([C:7]1[CH:8]=[CH:9][C:10]([CH2:14][NH:15][C:16](=O)[CH3:17])=[C:11]([CH:13]=1)[NH2:12])=[O:6])(=[O:3])[CH3:2].C(=O)([O-])[O-].[K+].[K+].[I-].[K+].[Cl:27][C:28]1[CH:35]=[C:34]([Cl:36])[CH:33]=[CH:32][C:29]=1[CH2:30]Cl, predict the reaction product. The product is: [ClH:27].[C:1]([NH:4][C:5]([C:7]1[CH:13]=[C:11]2[C:10]([CH2:14][N:15]=[C:16]([CH3:17])[N:12]2[CH2:30][C:29]2[CH:32]=[CH:33][C:34]([Cl:36])=[CH:35][C:28]=2[Cl:27])=[CH:9][CH:8]=1)=[O:6])(=[O:3])[CH3:2].